This data is from Full USPTO retrosynthesis dataset with 1.9M reactions from patents (1976-2016). The task is: Predict the reactants needed to synthesize the given product. (1) Given the product [Cl:26][C:16]1[CH:17]=[C:18]([CH2:21][C:22]([O:24][CH3:25])=[O:23])[CH:19]=[CH:20][C:15]=1[NH:14][C:11]([C:1]1[C:10]2[C:5](=[CH:6][CH:7]=[CH:8][CH:9]=2)[CH:4]=[CH:3][N:2]=1)=[O:13], predict the reactants needed to synthesize it. The reactants are: [C:1]1([C:11]([OH:13])=O)[C:10]2[C:5](=[CH:6][CH:7]=[CH:8][CH:9]=2)[CH:4]=[CH:3][N:2]=1.[NH2:14][C:15]1[CH:20]=[CH:19][C:18]([CH2:21][C:22]([O:24][CH3:25])=[O:23])=[CH:17][C:16]=1[Cl:26].C1C=CC2N(O)N=NC=2C=1.CCN=C=NCCCN(C)C.Cl. (2) Given the product [CH2:27]([O:26][C:16]1[CH:15]=[C:11]([CH:10]=[C:9]([O:8][CH2:1][C:2]2[CH:3]=[CH:4][CH:5]=[CH:6][CH:7]=2)[C:17]=1[O:18][CH2:19][C:20]1[CH:21]=[CH:22][CH:23]=[CH:24][CH:25]=1)[C:12]([NH:45][CH2:44][CH2:43][C:42]1[C:46]2[C:39](=[CH:38][CH:37]=[C:36]([O:35][CH3:34])[CH:47]=2)[NH:40][CH:41]=1)=[O:14])[C:28]1[CH:29]=[CH:30][CH:31]=[CH:32][CH:33]=1, predict the reactants needed to synthesize it. The reactants are: [CH2:1]([O:8][C:9]1[CH:10]=[C:11]([CH:15]=[C:16]([O:26][CH2:27][C:28]2[CH:33]=[CH:32][CH:31]=[CH:30][CH:29]=2)[C:17]=1[O:18][CH2:19][C:20]1[CH:25]=[CH:24][CH:23]=[CH:22][CH:21]=1)[C:12]([OH:14])=O)[C:2]1[CH:7]=[CH:6][CH:5]=[CH:4][CH:3]=1.[CH3:34][O:35][C:36]1[CH:47]=[C:46]2[C:39]([NH:40][CH:41]=[C:42]2[CH2:43][CH2:44][NH2:45])=[CH:38][CH:37]=1.C(Cl)CCl.CO.